Predict which catalyst facilitates the given reaction. From a dataset of Catalyst prediction with 721,799 reactions and 888 catalyst types from USPTO. (1) Reactant: [Cl:1][C:2]1[CH:7]=[CH:6][C:5]([S:8](Cl)(=[O:10])=[O:9])=[CH:4][CH:3]=1.[CH3:12][O:13][C:14](=[O:28])[C@@H:15]([NH2:27])[CH:16]([CH2:22][C:23]([F:26])([F:25])[F:24])[CH2:17][C:18]([F:21])([F:20])[F:19].N1C=CC=CC=1. Product: [CH3:12][O:13][C:14](=[O:28])[C@@H:15]([NH:27][S:8]([C:5]1[CH:6]=[CH:7][C:2]([Cl:1])=[CH:3][CH:4]=1)(=[O:10])=[O:9])[CH:16]([CH2:17][C:18]([F:21])([F:20])[F:19])[CH2:22][C:23]([F:25])([F:26])[F:24]. The catalyst class is: 2. (2) Reactant: Cl[C:2]1[CH:3]=[C:4]([C:8]2[N:13]=[CH:12][C:11]([O:14][CH2:15][CH3:16])=[CH:10][N:9]=2)[CH:5]=[CH:6][CH:7]=1.CC(C1C=C(C(C)C)C(C2C=CC=CC=2P(C2CCCCC2)C2CCCCC2)=C(C(C)C)C=1)C.[B:51]1([B:51]2[O:55][C:54]([CH3:57])([CH3:56])[C:53]([CH3:59])([CH3:58])[O:52]2)[O:55][C:54]([CH3:57])([CH3:56])[C:53]([CH3:59])([CH3:58])[O:52]1.CC([O-])=O.[K+]. Product: [CH2:15]([O:14][C:11]1[CH:10]=[N:9][C:8]([C:4]2[CH:5]=[CH:6][CH:7]=[C:2]([B:51]3[O:55][C:54]([CH3:57])([CH3:56])[C:53]([CH3:59])([CH3:58])[O:52]3)[CH:3]=2)=[N:13][CH:12]=1)[CH3:16]. The catalyst class is: 62.